Dataset: NCI-60 drug combinations with 297,098 pairs across 59 cell lines. Task: Regression. Given two drug SMILES strings and cell line genomic features, predict the synergy score measuring deviation from expected non-interaction effect. (1) Drug 1: CC(C1=C(C=CC(=C1Cl)F)Cl)OC2=C(N=CC(=C2)C3=CN(N=C3)C4CCNCC4)N. Drug 2: C1=NC2=C(N1)C(=S)N=CN2. Cell line: OVCAR-4. Synergy scores: CSS=27.0, Synergy_ZIP=-15.3, Synergy_Bliss=-16.2, Synergy_Loewe=-38.7, Synergy_HSA=-17.0. (2) Drug 1: C(=O)(N)NO. Drug 2: CCCCC(=O)OCC(=O)C1(CC(C2=C(C1)C(=C3C(=C2O)C(=O)C4=C(C3=O)C=CC=C4OC)O)OC5CC(C(C(O5)C)O)NC(=O)C(F)(F)F)O. Cell line: NCI-H522. Synergy scores: CSS=49.0, Synergy_ZIP=2.60, Synergy_Bliss=1.05, Synergy_Loewe=-27.2, Synergy_HSA=-2.45. (3) Drug 1: C1=NC2=C(N=C(N=C2N1C3C(C(C(O3)CO)O)O)F)N. Drug 2: CC(C)NC(=O)C1=CC=C(C=C1)CNNC.Cl. Cell line: MCF7. Synergy scores: CSS=-0.802, Synergy_ZIP=-0.0831, Synergy_Bliss=-1.86, Synergy_Loewe=0.432, Synergy_HSA=-1.97. (4) Drug 1: COC1=CC(=CC(=C1O)OC)C2C3C(COC3=O)C(C4=CC5=C(C=C24)OCO5)OC6C(C(C7C(O6)COC(O7)C8=CC=CS8)O)O. Drug 2: CC1=CC2C(CCC3(C2CCC3(C(=O)C)OC(=O)C)C)C4(C1=CC(=O)CC4)C. Cell line: CCRF-CEM. Synergy scores: CSS=54.2, Synergy_ZIP=0.347, Synergy_Bliss=0.00584, Synergy_Loewe=-40.4, Synergy_HSA=1.03. (5) Drug 1: C1=NC2=C(N=C(N=C2N1C3C(C(C(O3)CO)O)F)Cl)N. Drug 2: CC1=C2C(C(=O)C3(C(CC4C(C3C(C(C2(C)C)(CC1OC(=O)C(C(C5=CC=CC=C5)NC(=O)OC(C)(C)C)O)O)OC(=O)C6=CC=CC=C6)(CO4)OC(=O)C)O)C)O. Cell line: MCF7. Synergy scores: CSS=-0.684, Synergy_ZIP=-2.43, Synergy_Bliss=-5.56, Synergy_Loewe=-3.57, Synergy_HSA=-4.34. (6) Drug 1: COC1=C(C=C2C(=C1)N=CN=C2NC3=CC(=C(C=C3)F)Cl)OCCCN4CCOCC4. Drug 2: CC1=C2C(C(=O)C3(C(CC4C(C3C(C(C2(C)C)(CC1OC(=O)C(C(C5=CC=CC=C5)NC(=O)C6=CC=CC=C6)O)O)OC(=O)C7=CC=CC=C7)(CO4)OC(=O)C)O)C)OC(=O)C. Cell line: MALME-3M. Synergy scores: CSS=50.1, Synergy_ZIP=0.624, Synergy_Bliss=4.62, Synergy_Loewe=-1.01, Synergy_HSA=6.75.